From a dataset of Catalyst prediction with 721,799 reactions and 888 catalyst types from USPTO. Predict which catalyst facilitates the given reaction. (1) Reactant: [Br:1][C:2]1[CH:7]=[CH:6][C:5]([C@@H:8]([OH:14])[CH2:9][CH2:10][CH2:11][CH2:12][CH3:13])=[CH:4][CH:3]=1.[Si:15](Cl)([C:18]([CH3:21])([CH3:20])[CH3:19])([CH3:17])[CH3:16].N1C=CN=C1. The catalyst class is: 9. Product: [Br:1][C:2]1[CH:3]=[CH:4][C:5]([C@@H:8]([O:14][Si:15]([C:18]([CH3:21])([CH3:20])[CH3:19])([CH3:17])[CH3:16])[CH2:9][CH2:10][CH2:11][CH2:12][CH3:13])=[CH:6][CH:7]=1. (2) Reactant: [CH:1]1(Br)[CH2:3][CH2:2]1.C([Li])CCC.[Cl:10][C:11]1[N:16]=[CH:15][C:14]([C:17](N(C)OC)=[O:18])=[CH:13][CH:12]=1. Product: [Cl:10][C:11]1[N:16]=[CH:15][C:14]([C:17]([CH:1]2[CH2:3][CH2:2]2)=[O:18])=[CH:13][CH:12]=1. The catalyst class is: 1. (3) Reactant: [N:1]1([CH2:6][CH2:7][CH2:8][CH2:9][C:10]2[CH:15]=[CH:14][C:13]([OH:16])=[CH:12][CH:11]=2)[CH:5]=[CH:4][N:3]=[N:2]1.[H-].[Na+].Cl[CH2:20][C:21]1[CH:22]=[N:23][CH:24]=[C:25]([C:27]2[CH:32]=[CH:31][C:30]([Cl:33])=[CH:29][CH:28]=2)[CH:26]=1.O. The catalyst class is: 9. Product: [Cl:33][C:30]1[CH:29]=[CH:28][C:27]([C:25]2[CH:24]=[N:23][CH:22]=[C:21]([CH2:20][O:16][C:13]3[CH:12]=[CH:11][C:10]([CH2:9][CH2:8][CH2:7][CH2:6][N:1]4[CH:5]=[CH:4][N:3]=[N:2]4)=[CH:15][CH:14]=3)[CH:26]=2)=[CH:32][CH:31]=1. (4) The catalyst class is: 1. Product: [CH:9]1([N:13]([C:23]([C@H:25]2[CH2:26][CH2:27][C@H:28]([CH3:31])[CH2:29][CH2:30]2)=[O:24])[C:14]2[CH:18]=[C:17]([I:32])[S:16][C:15]=2[C:19]([O:21][CH3:22])=[O:20])[CH2:12][CH2:11][CH2:10]1. Reactant: [Li+].CC([N-]C(C)C)C.[CH:9]1([N:13]([C:23]([C@H:25]2[CH2:30][CH2:29][C@H:28]([CH3:31])[CH2:27][CH2:26]2)=[O:24])[C:14]2[CH:18]=[CH:17][S:16][C:15]=2[C:19]([O:21][CH3:22])=[O:20])[CH2:12][CH2:11][CH2:10]1.[I:32]I. (5) Reactant: [H-].[Na+].[Br:3][C:4]1[CH:5]=[C:6]([CH2:21][OH:22])[CH:7]=[N:8][C:9]=1[O:10][C:11]1[CH:16]=[CH:15][CH:14]=[C:13]([C:17]([F:20])([F:19])[F:18])[CH:12]=1.Cl[C:24]1[CH:25]=[C:26]2[N:33]([CH3:34])[CH2:32][CH2:31][N:27]2[C:28](=[O:30])[N:29]=1. Product: [Br:3][C:4]1[CH:5]=[C:6]([CH2:21][O:22][C:24]2[CH:25]=[C:26]3[N:33]([CH3:34])[CH2:32][CH2:31][N:27]3[C:28](=[O:30])[N:29]=2)[CH:7]=[N:8][C:9]=1[O:10][C:11]1[CH:16]=[CH:15][CH:14]=[C:13]([C:17]([F:18])([F:19])[F:20])[CH:12]=1. The catalyst class is: 1. (6) Reactant: [C:1]([O:5][C:6](=[O:28])[C@@H:7]([N:10]1[CH:15]=[CH:14][CH:13]=[C:12]([NH:16][C:17]([O:19][CH2:20][C:21]2[CH:26]=[CH:25][CH:24]=[CH:23][CH:22]=2)=[O:18])[C:11]1=[O:27])[CH2:8][CH3:9])([CH3:4])([CH3:3])[CH3:2].[H-].[Na+].[CH2:31](I)[CH2:32][CH3:33]. Product: [C:1]([O:5][C:6](=[O:28])[C@@H:7]([N:10]1[CH:15]=[CH:14][CH:13]=[C:12]([N:16]([C:17]([O:19][CH2:20][C:21]2[CH:22]=[CH:23][CH:24]=[CH:25][CH:26]=2)=[O:18])[CH2:31][CH2:32][CH3:33])[C:11]1=[O:27])[CH2:8][CH3:9])([CH3:2])([CH3:3])[CH3:4]. The catalyst class is: 3. (7) Reactant: [OH-].[Na+].C[O:4][C:5]([C:7]1[N:8]=[CH:9][N:10]([C:12]([C:25]2[CH:30]=[CH:29][CH:28]=[CH:27][CH:26]=2)([C:19]2[CH:24]=[CH:23][CH:22]=[CH:21][CH:20]=2)[C:13]2[CH:18]=[CH:17][CH:16]=[CH:15][CH:14]=2)[CH:11]=1)=[O:6].Cl. Product: [C:12]([N:10]1[CH:11]=[C:7]([C:5]([OH:6])=[O:4])[N:8]=[CH:9]1)([C:19]1[CH:24]=[CH:23][CH:22]=[CH:21][CH:20]=1)([C:13]1[CH:18]=[CH:17][CH:16]=[CH:15][CH:14]=1)[C:25]1[CH:30]=[CH:29][CH:28]=[CH:27][CH:26]=1. The catalyst class is: 83.